The task is: Predict which catalyst facilitates the given reaction.. This data is from Catalyst prediction with 721,799 reactions and 888 catalyst types from USPTO. Reactant: Cl[CH2:2][C@@H:3]([NH:13][C:14](=[O:16])[CH3:15])[CH2:4][C:5]1[CH:10]=[CH:9][C:8]([O:11][CH3:12])=[CH:7][CH:6]=1.[CH3:17][S-:18].[Na+]. Product: [CH3:12][O:11][C:8]1[CH:9]=[CH:10][C:5]([CH2:4][C@H:3]([NH:13][C:14](=[O:16])[CH3:15])[CH2:2][S:18][CH3:17])=[CH:6][CH:7]=1. The catalyst class is: 60.